The task is: Regression. Given two drug SMILES strings and cell line genomic features, predict the synergy score measuring deviation from expected non-interaction effect.. This data is from NCI-60 drug combinations with 297,098 pairs across 59 cell lines. (1) Drug 1: CN1C2=C(C=C(C=C2)N(CCCl)CCCl)N=C1CCCC(=O)O.Cl. Drug 2: CN(CCCl)CCCl.Cl. Cell line: HOP-62. Synergy scores: CSS=-3.82, Synergy_ZIP=2.36, Synergy_Bliss=10.8, Synergy_Loewe=-10.4, Synergy_HSA=0.270. (2) Drug 1: CN(C)C1=NC(=NC(=N1)N(C)C)N(C)C. Drug 2: CC1=CC=C(C=C1)C2=CC(=NN2C3=CC=C(C=C3)S(=O)(=O)N)C(F)(F)F. Cell line: U251. Synergy scores: CSS=-3.56, Synergy_ZIP=-0.583, Synergy_Bliss=-4.71, Synergy_Loewe=-27.8, Synergy_HSA=-7.15. (3) Drug 1: C1=NC2=C(N1)C(=S)N=C(N2)N. Drug 2: CCN(CC)CCCC(C)NC1=C2C=C(C=CC2=NC3=C1C=CC(=C3)Cl)OC. Cell line: UACC-257. Synergy scores: CSS=21.8, Synergy_ZIP=-5.95, Synergy_Bliss=0.0451, Synergy_Loewe=-9.61, Synergy_HSA=0.393. (4) Drug 1: CNC(=O)C1=CC=CC=C1SC2=CC3=C(C=C2)C(=NN3)C=CC4=CC=CC=N4. Drug 2: CC1=C(N=C(N=C1N)C(CC(=O)N)NCC(C(=O)N)N)C(=O)NC(C(C2=CN=CN2)OC3C(C(C(C(O3)CO)O)O)OC4C(C(C(C(O4)CO)O)OC(=O)N)O)C(=O)NC(C)C(C(C)C(=O)NC(C(C)O)C(=O)NCCC5=NC(=CS5)C6=NC(=CS6)C(=O)NCCC[S+](C)C)O. Cell line: HS 578T. Synergy scores: CSS=3.12, Synergy_ZIP=-4.41, Synergy_Bliss=-7.10, Synergy_Loewe=-16.2, Synergy_HSA=-8.66. (5) Drug 1: C1=CN(C(=O)N=C1N)C2C(C(C(O2)CO)O)O.Cl. Drug 2: CC1=C(C(CCC1)(C)C)C=CC(=CC=CC(=CC(=O)O)C)C. Cell line: OVCAR-5. Synergy scores: CSS=45.9, Synergy_ZIP=0.659, Synergy_Bliss=-0.105, Synergy_Loewe=-25.7, Synergy_HSA=-0.266. (6) Synergy scores: CSS=45.2, Synergy_ZIP=12.8, Synergy_Bliss=12.5, Synergy_Loewe=9.67, Synergy_HSA=12.1. Cell line: OVCAR-8. Drug 2: CCC1(CC2CC(C3=C(CCN(C2)C1)C4=CC=CC=C4N3)(C5=C(C=C6C(=C5)C78CCN9C7C(C=CC9)(C(C(C8N6C=O)(C(=O)OC)O)OC(=O)C)CC)OC)C(=O)OC)O.OS(=O)(=O)O. Drug 1: CS(=O)(=O)C1=CC(=C(C=C1)C(=O)NC2=CC(=C(C=C2)Cl)C3=CC=CC=N3)Cl. (7) Drug 1: CCC1(CC2CC(C3=C(CCN(C2)C1)C4=CC=CC=C4N3)(C5=C(C=C6C(=C5)C78CCN9C7C(C=CC9)(C(C(C8N6C=O)(C(=O)OC)O)OC(=O)C)CC)OC)C(=O)OC)O.OS(=O)(=O)O. Drug 2: CC1=C(C=C(C=C1)C(=O)NC2=CC(=CC(=C2)C(F)(F)F)N3C=C(N=C3)C)NC4=NC=CC(=N4)C5=CN=CC=C5. Cell line: SK-OV-3. Synergy scores: CSS=24.7, Synergy_ZIP=-4.44, Synergy_Bliss=-1.18, Synergy_Loewe=-21.6, Synergy_HSA=-1.95. (8) Drug 1: CNC(=O)C1=CC=CC=C1SC2=CC3=C(C=C2)C(=NN3)C=CC4=CC=CC=N4. Drug 2: C1=C(C(=O)NC(=O)N1)F. Cell line: K-562. Synergy scores: CSS=77.6, Synergy_ZIP=-7.32, Synergy_Bliss=-13.0, Synergy_Loewe=-12.5, Synergy_HSA=-9.69. (9) Drug 2: CNC(=O)C1=NC=CC(=C1)OC2=CC=C(C=C2)NC(=O)NC3=CC(=C(C=C3)Cl)C(F)(F)F. Synergy scores: CSS=-2.62, Synergy_ZIP=-5.65, Synergy_Bliss=-12.7, Synergy_Loewe=-50.1, Synergy_HSA=-26.0. Cell line: SK-MEL-5. Drug 1: C1CCC(C1)C(CC#N)N2C=C(C=N2)C3=C4C=CNC4=NC=N3.